From a dataset of Forward reaction prediction with 1.9M reactions from USPTO patents (1976-2016). Predict the product of the given reaction. (1) Given the reactants [H-].[Na+].[OH:3][C:4]1[CH:5]=[CH:6][C:7]([C:10]([O:12]C(C2C=CC=CC=2)C2C=CC=CC=2)=[O:11])=[N:8][CH:9]=1.Br[CH2:27][CH2:28][CH2:29][CH3:30], predict the reaction product. The product is: [CH2:27]([O:3][C:4]1[CH:5]=[CH:6][C:7]([C:10]([OH:12])=[O:11])=[N:8][CH:9]=1)[CH2:28][CH2:29][CH3:30]. (2) Given the reactants [CH2:1]([O:8][C:9]([N:11]1[CH2:15][CH2:14][CH2:13][C@H:12]1[C:16]([OH:18])=[O:17])=[O:10])[C:2]1[CH:7]=[CH:6][CH:5]=[CH:4][CH:3]=1.CN(C(ON1N=NC2[CH:30]=[CH:31][CH:32]=[N:33]C1=2)=[N+](C)C)C.F[P-](F)(F)(F)(F)F.CCN(C(C)C)C(C)C.[CH2:52]([O:59][C:60](=[O:73])[C:61]1[CH:66]=[CH:65][C:64]([C:67]2[N:68]=[C:69]([NH2:72])[S:70][CH:71]=2)=[N:63][CH:62]=1)[C:53]1[CH:58]=[CH:57][CH:56]=[CH:55][CH:54]=1, predict the reaction product. The product is: [CH2:1]([O:8][C:9]([N:11]1[CH2:15][CH2:14][CH2:13][C@H:12]1[C:16](=[O:18])[NH:72][C:69]1[S:70][CH:71]=[C:67]([C:64]2[CH:65]=[CH:66][C:61]([C:60](=[O:73])[NH:33][CH:32]3[CH2:30][CH2:31]3)=[CH:62][N:63]=2)[N:68]=1)=[O:10])[C:2]1[CH:3]=[CH:4][CH:5]=[CH:6][CH:7]=1.[CH2:52]([O:59][C:60](=[O:73])[C:61]1[CH:66]=[CH:65][C:64]([C:67]2[N:68]=[C:69]([NH:72][C:16]([C@@H:12]3[CH2:13][CH2:14][CH2:15][N:11]3[C:9]([O:8][CH2:1][C:2]3[CH:7]=[CH:6][CH:5]=[CH:4][CH:3]=3)=[O:10])=[O:17])[S:70][CH:71]=2)=[N:63][CH:62]=1)[C:53]1[CH:54]=[CH:55][CH:56]=[CH:57][CH:58]=1. (3) The product is: [Br:1][C:2]1[CH:7]=[CH:6][C:5]([C@H:8]([C:20]2[CH:25]=[CH:24][CH:23]=[CH:22][C:21]=2[CH3:26])[CH2:9][C:10]2([C:12]3[CH:13]=[CH:14][C:15](=[O:19])[N:16]([CH3:18])[N:17]=3)[O:42][CH2:41][CH2:39][O:11]2)=[CH:4][CH:3]=1. Given the reactants [Br:1][C:2]1[CH:7]=[CH:6][C:5]([C@H:8]([C:20]2[CH:25]=[CH:24][CH:23]=[CH:22][C:21]=2[CH3:26])[CH2:9][C:10]([C:12]2[CH:13]=[CH:14][C:15](=[O:19])[N:16]([CH3:18])[N:17]=2)=[O:11])=[CH:4][CH:3]=1.O.C1(C)C=CC(S(O)(=O)=O)=CC=1.[CH2:39]([C:41]1(C)OCC[O:42]1)C, predict the reaction product. (4) Given the reactants [CH:1]1([N:7]([C@H:19]2[CH2:23][CH2:22][N:21]([C:24](=[O:26])[CH3:25])[CH2:20]2)[C:8]([NH:10][C:11]2[S:12][C:13]([S:16]C#N)=[CH:14][N:15]=2)=[O:9])[CH2:6][CH2:5][CH2:4][CH2:3][CH2:2]1.SC[C@@H]([C@@H](CS)O)O.Cl[CH2:36][CH2:37][N:38]1[CH2:43][CH2:42][O:41][CH2:40][CH2:39]1, predict the reaction product. The product is: [C:24]([N:21]1[CH2:22][CH2:23][C@H:19]([N:7]([CH:1]2[CH2:2][CH2:3][CH2:4][CH2:5][CH2:6]2)[C:8]([NH:10][C:11]2[S:12][C:13]([S:16][CH2:36][CH2:37][N:38]3[CH2:43][CH2:42][O:41][CH2:40][CH2:39]3)=[CH:14][N:15]=2)=[O:9])[CH2:20]1)(=[O:26])[CH3:25]. (5) Given the reactants [CH3:1][CH:2]([CH3:27])[CH2:3][NH:4][C:5]([C@H:7]1[CH2:12][N:11]([C:13]([O:15][C:16]([CH3:19])([CH3:18])[CH3:17])=[O:14])[CH2:10][CH2:9][N:8]1[C:20]([O:22][C:23]([CH3:26])([CH3:25])[CH3:24])=[O:21])=O.B.C1COCC1.C1COCC1, predict the reaction product. The product is: [CH3:1][CH:2]([CH3:27])[CH2:3][NH:4][CH2:5][C@H:7]1[CH2:12][N:11]([C:13]([O:15][C:16]([CH3:17])([CH3:18])[CH3:19])=[O:14])[CH2:10][CH2:9][N:8]1[C:20]([O:22][C:23]([CH3:24])([CH3:26])[CH3:25])=[O:21]. (6) Given the reactants [OH:1][C@@H:2]([CH3:10])[C@H:3]([CH3:9])[C@@H:4]([C:6]([OH:8])=[O:7])[NH2:5].O[C@@H](C)[C@H](C)[C@H](C(O)=O)N.C(=O)([O-])O.[Na+].[N+:26]([C:29]1[CH:36]=[CH:35][C:32]([CH:33]=O)=[CH:31][CH:30]=1)([O-:28])=[O:27], predict the reaction product. The product is: [CH3:9][C@H:3]1[C@H:2]([CH3:10])[O:1][C@H:33]([C:32]2[CH:35]=[CH:36][C:29]([N+:26]([O-:28])=[O:27])=[CH:30][CH:31]=2)[NH:5][C@@H:4]1[C:6]([OH:8])=[O:7]. (7) The product is: [CH3:43][S:40]([CH2:39][CH2:38][N:26]1[CH2:27][CH2:28][C:22]2[CH:21]=[C:20]([NH:19][C:17]3[N:18]=[C:14]4[CH:13]=[CH:12][CH:11]=[C:10]([C:5]5[CH:6]=[CH:7][CH:8]=[CH:9][C:4]=5[CH2:3][O:2][CH3:1])[N:15]4[N:16]=3)[CH:30]=[CH:29][C:23]=2[CH2:24][CH2:25]1)(=[O:42])=[O:41]. Given the reactants [CH3:1][O:2][CH2:3][C:4]1[CH:9]=[CH:8][CH:7]=[CH:6][C:5]=1[C:10]1[N:15]2[N:16]=[C:17]([NH:19][C:20]3[CH:30]=[CH:29][C:23]4[CH2:24][CH2:25][NH:26][CH2:27][CH2:28][C:22]=4[CH:21]=3)[N:18]=[C:14]2[CH:13]=[CH:12][CH:11]=1.C(=O)([O-])[O-].[K+].[K+].Cl[CH2:38][CH2:39][S:40]([CH3:43])(=[O:42])=[O:41].[I-].[Na+], predict the reaction product. (8) Given the reactants [O:1]1[C:5]2([CH2:10][CH2:9][NH:8][CH2:7][CH2:6]2)[O:4][CH2:3][CH2:2]1.[Cl:11][C:12]1[CH:17]=[C:16](F)[CH:15]=[CH:14][N:13]=1.C(N(CC)C(C)C)(C)C, predict the reaction product. The product is: [Cl:11][C:12]1[CH:17]=[C:16]([N:8]2[CH2:9][CH2:10][C:5]3([O:4][CH2:3][CH2:2][O:1]3)[CH2:6][CH2:7]2)[CH:15]=[CH:14][N:13]=1. (9) Given the reactants O=C(CCC)[CH2:3][C:4]([O:6][CH2:7][CH3:8])=[O:5].CO[CH:14]([O:18]C)[N:15]([CH3:17])C.[C:20]([CH2:22][C:23]([O:25][CH2:26][CH3:27])=[O:24])#N.C(N(C(C)C)[CH:31]([CH3:33])[CH3:32])C, predict the reaction product. The product is: [OH:18][C:14]1[C:3]([C:4]([O:6][CH2:7][CH3:8])=[O:5])=[CH:20][C:22]([C:23]([O:25][CH2:26][CH3:27])=[O:24])=[C:17]([CH2:32][CH2:31][CH3:33])[N:15]=1. (10) The product is: [CH2:1]([O:3][C:4]([C:6]1[S:10][C:9]([C:11]2[CH:16]=[CH:15][C:14]([OH:17])=[C:13]([C:18]#[N:26])[CH:12]=2)=[N:8][C:7]=1[CH3:20])=[O:5])[CH3:2]. Given the reactants [CH2:1]([O:3][C:4]([C:6]1[S:10][C:9]([C:11]2[CH:16]=[CH:15][C:14]([OH:17])=[C:13]([CH:18]=O)[CH:12]=2)=[N:8][C:7]=1[CH3:20])=[O:5])[CH3:2].C([O-])=O.[Na+].Cl.[NH2:26]O, predict the reaction product.